Dataset: Full USPTO retrosynthesis dataset with 1.9M reactions from patents (1976-2016). Task: Predict the reactants needed to synthesize the given product. Given the product [F:1][C:2]1[C:7]([F:8])=[CH:6][CH:5]=[CH:4][C:3]=1[C:9]1([OH:14])[CH2:13][CH2:12][N:11]([CH3:15])[CH2:10]1, predict the reactants needed to synthesize it. The reactants are: [F:1][C:2]1[C:7]([F:8])=[CH:6][CH:5]=[CH:4][C:3]=1[C:9]1([OH:14])[CH2:13][CH2:12][NH:11][CH2:10]1.[CH2:15]=O.